Dataset: Catalyst prediction with 721,799 reactions and 888 catalyst types from USPTO. Task: Predict which catalyst facilitates the given reaction. (1) Reactant: [CH3:1][C:2]1[C:3]([CH2:15][O:16][C:17]2[CH:22]=[CH:21][C:20]([C:23]3[C:27]([CH3:28])=[C:26]([C:29]([O:31][CH2:32][CH3:33])=[O:30])[NH:25][N:24]=3)=[CH:19][C:18]=2[CH3:34])=[C:4]([N:8]2[C:12](=[O:13])[N:11]([CH3:14])[N:10]=[N:9]2)[CH:5]=[CH:6][CH:7]=1.S(OCC)(O[CH2:39][CH3:40])(=O)=O.C1(C)C=CC=CC=1. Product: [CH3:1][C:2]1[C:3]([CH2:15][O:16][C:17]2[CH:22]=[CH:21][C:20]([C:23]3[C:27]([CH3:28])=[C:26]([C:29]([O:31][CH2:32][CH3:33])=[O:30])[N:25]([CH2:39][CH3:40])[N:24]=3)=[CH:19][C:18]=2[CH3:34])=[C:4]([N:8]2[C:12](=[O:13])[N:11]([CH3:14])[N:10]=[N:9]2)[CH:5]=[CH:6][CH:7]=1. The catalyst class is: 6. (2) The catalyst class is: 1. Reactant: [CH3:1][O:2][C:3]([C:5]1[C:9]([CH:10]([CH3:12])[CH3:11])=[C:8]([C:13](O)=[O:14])[N:7]([C:16]2[CH:21]=[CH:20][C:19]([F:22])=[CH:18][CH:17]=2)[N:6]=1)=[O:4].B.C1COCC1.CO. Product: [CH3:1][O:2][C:3]([C:5]1[C:9]([CH:10]([CH3:12])[CH3:11])=[C:8]([CH2:13][OH:14])[N:7]([C:16]2[CH:21]=[CH:20][C:19]([F:22])=[CH:18][CH:17]=2)[N:6]=1)=[O:4]. (3) Reactant: [Cl:1][C:2]1[C:3]2[C:48]([F:49])=[CH:47][CH:46]=[C:45]([F:50])[C:4]=2[S:5][C:6]=1[C:7]([N:9]([CH2:25][C:26]1[CH:27]=[C:28]([C:34]2[CH:39]=[CH:38][C:37]([NH:40][S:41]([CH3:44])(=[O:43])=[O:42])=[CH:36][CH:35]=2)[CH:29]=[CH:30][C:31]=1[O:32][CH3:33])[CH:10]1[CH2:15][CH2:14][CH:13]([N:16]([CH3:24])[C:17](=[O:23])[O:18][C:19]([CH3:22])([CH3:21])[CH3:20])[CH2:12][CH2:11]1)=[O:8].[H-].[Na+].I[CH3:54]. Product: [Cl:1][C:2]1[C:3]2[C:48]([F:49])=[CH:47][CH:46]=[C:45]([F:50])[C:4]=2[S:5][C:6]=1[C:7]([N:9]([CH2:25][C:26]1[CH:27]=[C:28]([C:34]2[CH:35]=[CH:36][C:37]([N:40]([S:41]([CH3:44])(=[O:43])=[O:42])[CH3:54])=[CH:38][CH:39]=2)[CH:29]=[CH:30][C:31]=1[O:32][CH3:33])[CH:10]1[CH2:11][CH2:12][CH:13]([N:16]([CH3:24])[C:17](=[O:23])[O:18][C:19]([CH3:20])([CH3:22])[CH3:21])[CH2:14][CH2:15]1)=[O:8]. The catalyst class is: 20. (4) Reactant: [NH:1]1[CH2:6][CH2:5][S:4](=[O:8])(=[O:7])[CH2:3][CH2:2]1.C(N(CC)CC)C.Br[CH2:17][C:18]1[CH:23]=[CH:22][C:21]([N+:24]([O-:26])=[O:25])=[C:20]([O:27][CH3:28])[CH:19]=1. Product: [CH3:28][O:27][C:20]1[CH:19]=[C:18]([CH:23]=[CH:22][C:21]=1[N+:24]([O-:26])=[O:25])[CH2:17][N:1]1[CH2:6][CH2:5][S:4](=[O:8])(=[O:7])[CH2:3][CH2:2]1. The catalyst class is: 1.